Dataset: TCR-epitope binding with 47,182 pairs between 192 epitopes and 23,139 TCRs. Task: Binary Classification. Given a T-cell receptor sequence (or CDR3 region) and an epitope sequence, predict whether binding occurs between them. (1) The epitope is MLNIPSINV. The TCR CDR3 sequence is CASSDRLAGELFF. Result: 0 (the TCR does not bind to the epitope). (2) The epitope is YLKLTDNVYIK. The TCR CDR3 sequence is CAISETTRGDSPLHF. Result: 0 (the TCR does not bind to the epitope).